From a dataset of Full USPTO retrosynthesis dataset with 1.9M reactions from patents (1976-2016). Predict the reactants needed to synthesize the given product. (1) Given the product [Cl:8][C:6]1[N:5]=[C:4]([N:9]2[CH2:14][CH2:13][O:12][CH2:11][CH2:10]2)[N:3]=[C:2]([N:23]2[CH:16]3[CH2:22][CH2:21][CH:20]2[CH2:19][O:18][CH2:17]3)[N:7]=1, predict the reactants needed to synthesize it. The reactants are: Cl[C:2]1[N:7]=[C:6]([Cl:8])[N:5]=[C:4]([N:9]2[CH2:14][CH2:13][O:12][CH2:11][CH2:10]2)[N:3]=1.Cl.[CH:16]12[NH:23][CH:20]([CH2:21][CH2:22]1)[CH2:19][O:18][CH2:17]2.CCN(CC)CC. (2) Given the product [CH3:1][O:2][C@H:3]([C:28]([CH3:36])([C:30]1[CH:31]=[CH:32][CH:33]=[CH:34][CH:35]=1)[CH3:29])[C:4]([NH:6][C@H:7]([C:8]([N:10]([CH3:23])[C@@H:11]([CH:20]([CH3:22])[CH3:21])/[CH:12]=[C:13](\[CH3:19])/[C:14]([OH:16])=[O:15])=[O:9])[C:24]([CH3:25])([CH3:26])[CH3:27])=[O:5], predict the reactants needed to synthesize it. The reactants are: [CH3:1][O:2][C@@H:3]([C:28]([CH3:36])([C:30]1[CH:35]=[CH:34][CH:33]=[CH:32][CH:31]=1)[CH3:29])[C:4]([NH:6][C@@H:7]([C:24]([CH3:27])([CH3:26])[CH3:25])[C:8]([N:10]([CH3:23])[C@@H:11]([CH:20]([CH3:22])[CH3:21])/[CH:12]=[C:13](\[CH3:19])/[C:14]([O:16]CC)=[O:15])=[O:9])=[O:5].CO[C@H](C(C)(C1C=CC=CC=1)C)C(N[C@@H](C(C)(C)C)C(N(C)[C@@H](C(C)C)/C=C(\C)/C(OCC)=O)=O)=O.O.O.[OH-].[Li+]. (3) Given the product [CH:19]1([N:27]2[CH2:39][C:38]3[NH:37][C:36]4[CH:35]=[CH:34][CH:33]=[C:32]5[C:40](=[O:43])[NH:41][N:42]=[C:29]([C:30]=3[C:31]=45)[CH2:28]2)[CH2:24][CH2:23][CH2:22][CH2:21][CH2:20]1, predict the reactants needed to synthesize it. The reactants are: O=C1C2C3C(C(OC)=O)=CC=CC=3NC=2CNC1.[C:19]1(=O)[CH2:24][CH2:23][CH2:22][CH2:21][CH2:20]1.C[N:27]1[CH2:39][C:38]2[NH:37][C:36]3[CH:35]=[CH:34][CH:33]=[C:32]4[C:40](=[O:43])[NH:41][N:42]=[C:29]([C:30]=2[C:31]=34)[CH2:28]1. (4) Given the product [F:2][C:3]1[CH:8]=[CH:7][CH:6]=[CH:5][C:4]=1[C:9]1[N:14]=[N:13][N:12]2[C:15]3[C:16](=[CH:20][CH:21]=[CH:22][CH:23]=3)[C:17](=[O:19])[NH:11][C:10]=12, predict the reactants needed to synthesize it. The reactants are: [Na].[F:2][C:3]1[CH:8]=[CH:7][CH:6]=[CH:5][C:4]=1[CH2:9][C:10]#[N:11].[N:12]([C:15]1[CH:23]=[CH:22][CH:21]=[CH:20][C:16]=1[C:17]([OH:19])=O)=[N+:13]=[N-:14].C(O)(=O)CC(CC(O)=O)(C(O)=O)O.